From a dataset of Full USPTO retrosynthesis dataset with 1.9M reactions from patents (1976-2016). Predict the reactants needed to synthesize the given product. Given the product [OH:4][CH2:5][C:6]1[N:7]=[CH:8][C:9]([OH:17])=[C:10]([SH:12])[CH:11]=1, predict the reactants needed to synthesize it. The reactants are: C([O:4][CH2:5][C:6]1[CH:11]=[C:10]([S:12]C(C)(C)C)[C:9]([OH:17])=[CH:8][N:7]=1)(=O)C.